This data is from Full USPTO retrosynthesis dataset with 1.9M reactions from patents (1976-2016). The task is: Predict the reactants needed to synthesize the given product. (1) Given the product [CH3:1][C:2]1[CH:7]=[CH:6][C:5]([O:8][CH2:14][C:13]([F:27])([F:26])[F:12])=[CH:4][C:3]=1[N+:9]([O-:11])=[O:10], predict the reactants needed to synthesize it. The reactants are: [CH3:1][C:2]1[CH:7]=[CH:6][C:5]([OH:8])=[CH:4][C:3]=1[N+:9]([O-:11])=[O:10].[F:12][C:13]([F:27])([F:26])[CH2:14]OS(C1C=CC(C)=CC=1)(=O)=O. (2) The reactants are: [F:1][C:2]1[CH:3]=[C:4]([CH:6]=[CH:7][C:8]=1[O:9][C:10]1[C:19]2[C:14](=[CH:15][C:16]([O:22][CH2:23][CH2:24][CH2:25][N:26]3[CH2:31][CH2:30][O:29][CH2:28][CH2:27]3)=[C:17]([O:20][CH3:21])[CH:18]=2)[N:13]=[CH:12][CH:11]=1)[NH2:5].[CH2:32]([N:39]1[CH:44]=[CH:43][N:42]=[C:41]([C:45](O)=[O:46])[C:40]1=[O:48])[C:33]1[CH:38]=[CH:37][CH:36]=[CH:35][CH:34]=1. Given the product [CH2:32]([N:39]1[CH:44]=[CH:43][N:42]=[C:41]([C:45]([NH:5][C:4]2[CH:6]=[CH:7][C:8]([O:9][C:10]3[C:19]4[C:14](=[CH:15][C:16]([O:22][CH2:23][CH2:24][CH2:25][N:26]5[CH2:31][CH2:30][O:29][CH2:28][CH2:27]5)=[C:17]([O:20][CH3:21])[CH:18]=4)[N:13]=[CH:12][CH:11]=3)=[C:2]([F:1])[CH:3]=2)=[O:46])[C:40]1=[O:48])[C:33]1[CH:34]=[CH:35][CH:36]=[CH:37][CH:38]=1, predict the reactants needed to synthesize it. (3) The reactants are: [NH2:1][CH:2]1[CH2:7][CH2:6][N:5]([CH2:8][CH2:9][N:10]2[C:19]3[C:14](=[CH:15][CH:16]=[C:17]([O:20][CH3:21])[CH:18]=3)[N:13]=[CH:12][C:11]2=[O:22])[CH2:4][CH:3]1[OH:23].[O:24]=[C:25]1[CH2:30][O:29][C:28]2[CH:31]=[CH:32][C:33]([CH:35]=O)=[N:34][C:27]=2[NH:26]1.C(O[BH-](OC(=O)C)OC(=O)C)(=O)C.[Na+]. Given the product [OH:23][CH:3]1[CH:2]([NH:1][CH2:35][C:33]2[CH:32]=[CH:31][C:28]3[O:29][CH2:30][C:25](=[O:24])[NH:26][C:27]=3[N:34]=2)[CH2:7][CH2:6][N:5]([CH2:8][CH2:9][N:10]2[C:19]3[C:14](=[CH:15][CH:16]=[C:17]([O:20][CH3:21])[CH:18]=3)[N:13]=[CH:12][C:11]2=[O:22])[CH2:4]1, predict the reactants needed to synthesize it. (4) Given the product [C:1]([C:3]1[CH:4]=[C:5]([C:13]2[S:17][C:16]([C:18]3[CH:23]=[CH:22][C:21]([CH:24]([CH3:30])[C:25]([OH:27])=[O:26])=[CH:20][C:19]=3[CH3:31])=[CH:15][CH:14]=2)[CH:6]=[CH:7][C:8]=1[O:9][CH:10]([CH3:12])[CH3:11])#[N:2], predict the reactants needed to synthesize it. The reactants are: [C:1]([C:3]1[CH:4]=[C:5]([C:13]2[S:17][C:16]([C:18]3[CH:23]=[CH:22][C:21]([CH:24]([CH3:30])[C:25]([O:27]CC)=[O:26])=[CH:20][C:19]=3[CH3:31])=[CH:15][CH:14]=2)[CH:6]=[CH:7][C:8]=1[O:9][CH:10]([CH3:12])[CH3:11])#[N:2].[OH-].[Li+].O1CCCC1.Cl. (5) Given the product [C:28]([NH:31][C:24]([C:21]1[C:19]2=[N:20][C:15]([C:4]3[C:5]4[C:10](=[CH:9][CH:8]=[C:7]([C:11]([F:13])([F:12])[F:14])[CH:6]=4)[N:2]([CH3:1])[N:3]=3)=[CH:16][N:17]=[C:18]2[NH:23][CH:22]=1)=[O:25])([CH3:30])([CH3:29])[CH3:27], predict the reactants needed to synthesize it. The reactants are: [CH3:1][N:2]1[C:10]2[C:5](=[CH:6][C:7]([C:11]([F:14])([F:13])[F:12])=[CH:8][CH:9]=2)[C:4]([C:15]2[N:20]=[C:19]3[C:21]([C:24](O)=[O:25])=[CH:22][NH:23][C:18]3=[N:17][CH:16]=2)=[N:3]1.[CH3:27][C:28]([NH2:31])([CH3:30])[CH3:29].C1C=CC2N(O)N=NC=2C=1.CCN=C=NCCCN(C)C.C(N(CC)CC)C. (6) Given the product [CH3:25][C@H:17]1[O:18][C@@H:19]([C:21]([F:23])([F:22])[F:24])[CH2:20][N:15]([C:42]2[CH:49]=[CH:48][C:47]([N+:50]([O-:52])=[O:51])=[CH:46][C:43]=2[CH:44]=[O:45])[CH2:16]1, predict the reactants needed to synthesize it. The reactants are: ClC(OC(Cl)C)=O.C([N:15]1[CH2:20][C@H:19]([C:21]([F:24])([F:23])[F:22])[O:18][C@H:17]([CH3:25])[CH2:16]1)C1C=CC=CC=1.C(N(CC)C(C)C)(C)C.C([O-])([O-])=O.[K+].[K+].F[C:42]1[CH:49]=[CH:48][C:47]([N+:50]([O-:52])=[O:51])=[CH:46][C:43]=1[CH:44]=[O:45].CN(C)CCNC. (7) Given the product [CH2:1]([C:14]1[C:15]([O:36][CH3:37])=[C:16]([C:22]([CH2:25][S:26]([C:29]2[CH:34]=[CH:33][C:32]([F:35])=[CH:31][CH:30]=2)(=[O:28])=[O:27])=[CH:23][CH:24]=1)[C:17]([O:19][CH2:20][CH3:21])=[O:18])[CH3:2], predict the reactants needed to synthesize it. The reactants are: [CH2:1](C1C=C2C(COC2=O)=CC=1)[CH3:2].Br[C:14]1[C:15]([O:36][CH3:37])=[C:16]([C:22]([CH2:25][S:26]([C:29]2[CH:34]=[CH:33][C:32]([F:35])=[CH:31][CH:30]=2)(=[O:28])=[O:27])=[CH:23][CH:24]=1)[C:17]([O:19][CH2:20][CH3:21])=[O:18].C(B(CC)CC)C. (8) Given the product [CH3:8][C:6]1[N:7]=[C:2]([NH2:1])[CH:3]=[CH:4][C:5]=1[C:15]#[C:14][Si:11]([CH3:13])([CH3:12])[CH3:10], predict the reactants needed to synthesize it. The reactants are: [NH2:1][C:2]1[N:7]=[C:6]([CH3:8])[C:5](Br)=[CH:4][CH:3]=1.[CH3:10][Si:11]([C:14]#[CH:15])([CH3:13])[CH3:12].O1CCOCC1.O. (9) Given the product [Cl:1][C:2]1[C:7]([NH:8][S:9]([C:12]2[CH:13]=[CH:14][C:15]([F:18])=[CH:16][CH:17]=2)(=[O:10])=[O:11])=[CH:6][C:5]([N:34]2[CH:35]=[CH:36][C:37]3[N:28]=[CH:29][CH:30]=[CH:31][C:32]=3[C:33]2=[O:38])=[CH:4][N:3]=1, predict the reactants needed to synthesize it. The reactants are: [Cl:1][C:2]1[C:7]([NH:8][S:9]([C:12]2[CH:17]=[CH:16][C:15]([F:18])=[CH:14][CH:13]=2)(=[O:11])=[O:10])=[CH:6][C:5](B2OC(C)(C)C(C)(C)O2)=[CH:4][N:3]=1.[N:28]1[C:37]2[CH:36]=[CH:35][NH:34][C:33](=[O:38])[C:32]=2[CH:31]=[CH:30][CH:29]=1.C1CCN2C(=NCCC2)CC1.Cl. (10) Given the product [CH3:1][S:2]([C:5]1[CH:10]=[CH:9][C:8]([C:16]#[C:15][CH2:14][CH2:13][CH2:12][OH:17])=[CH:7][CH:6]=1)(=[O:4])=[O:3], predict the reactants needed to synthesize it. The reactants are: [CH3:1][S:2]([C:5]1[CH:10]=[CH:9][C:8](Br)=[CH:7][CH:6]=1)(=[O:4])=[O:3].[CH2:12]([OH:17])[CH2:13][CH2:14][C:15]#[CH:16].